Dataset: Forward reaction prediction with 1.9M reactions from USPTO patents (1976-2016). Task: Predict the product of the given reaction. Given the reactants FC(F)(F)S(O)(=O)=O.[Br:9][C:10]1[C:22]([F:23])=[CH:21][C:13]([C:14]([O:16]C(C)(C)C)=[O:15])=[C:12]([F:24])[CH:11]=1, predict the reaction product. The product is: [Br:9][C:10]1[C:22]([F:23])=[CH:21][C:13]([C:14]([OH:16])=[O:15])=[C:12]([F:24])[CH:11]=1.